From a dataset of Forward reaction prediction with 1.9M reactions from USPTO patents (1976-2016). Predict the product of the given reaction. Given the reactants [H-].[Na+].[CH3:3][C:4]([CH3:9])([CH3:8])[CH:5]([OH:7])[CH3:6].[Cl:10][C:11]1[CH:16]=[C:15](Cl)[N:14]=[CH:13][N:12]=1.[Cl-].[NH4+], predict the reaction product. The product is: [Cl:10][C:11]1[CH:16]=[C:15]([O:7][CH:5]([CH3:6])[C:4]([CH3:9])([CH3:8])[CH3:3])[N:14]=[CH:13][N:12]=1.